Dataset: Reaction yield outcomes from USPTO patents with 853,638 reactions. Task: Predict the reaction yield, written as a fraction of the theoretical maximum amount of product (1.0 means a 100% yield; for example, 0.34 means a 34% yield). (1) The reactants are [N+:1]([C:4]1[C:5]([C:28]([O:30][CH3:31])=[O:29])=[N:6][N:7]([C:9]([C:22]2[CH:27]=[CH:26][CH:25]=[CH:24][CH:23]=2)([C:16]2[CH:21]=[CH:20][CH:19]=[CH:18][CH:17]=2)[C:10]2[CH:15]=[CH:14][CH:13]=[CH:12][CH:11]=2)[CH:8]=1)([O-])=O.C([O-])=O.[NH4+]. The catalyst is [C].[Pd].C(O)C. The product is [NH2:1][C:4]1[C:5]([C:28]([O:30][CH3:31])=[O:29])=[N:6][N:7]([C:9]([C:16]2[CH:17]=[CH:18][CH:19]=[CH:20][CH:21]=2)([C:22]2[CH:27]=[CH:26][CH:25]=[CH:24][CH:23]=2)[C:10]2[CH:15]=[CH:14][CH:13]=[CH:12][CH:11]=2)[CH:8]=1. The yield is 0.950. (2) The catalyst is [Cl-].[Na+].O.C(OCC)(=O)C. The product is [CH:12]1([C:15]2[O:16][C:17]3[C:18](=[C:20]([C:33]#[N:34])[C:21]([CH2:31][F:32])=[C:22]([C:25]4[CH:26]=[CH:27][CH:28]=[CH:29][CH:30]=4)[C:23]=3[N:5]3[CH2:6][CH2:7][C@H:3]([NH:2][CH3:1])[CH2:4]3)[N:19]=2)[CH2:13][CH2:14]1. The yield is 0.240. The reactants are [CH3:1][NH:2][C@H:3]1[CH2:7][CH2:6][NH:5][CH2:4]1.CS(C)=O.[CH:12]1([C:15]2[O:16][C:17]3[C:18](=[C:20]([C:33]#[N:34])[C:21]([CH2:31][F:32])=[C:22]([C:25]4[CH:30]=[CH:29][CH:28]=[CH:27][CH:26]=4)[C:23]=3F)[N:19]=2)[CH2:14][CH2:13]1.C(N(CC)CC)C. (3) The reactants are [S:1]1[C:5]([CH:6]=O)=[CH:4][C:3]2[CH:8]=[CH:9][CH:10]=[CH:11][C:2]1=2.[C:12](Br)(Br)([Br:14])[Br:13].C1(P(C2C=CC=CC=2)C2C=CC=CC=2)C=CC=CC=1. The catalyst is C(Cl)Cl. The product is [Br:13][C:12]([Br:14])=[CH:6][C:5]1[S:1][C:2]2[CH:11]=[CH:10][CH:9]=[CH:8][C:3]=2[CH:4]=1. The yield is 0.670. (4) The product is [CH2:5]([C:25]1[CH:24]=[CH:23][C:22]([N:15]([C:9]2[CH:10]=[CH:11][CH:12]=[CH:13][CH:14]=2)[C:16]2[CH:21]=[CH:20][CH:19]=[CH:18][CH:17]=2)=[CH:27][CH:26]=1)[CH:4]=[CH2:3]. The catalyst is C(Cl)(Cl)(Cl)Cl.C(Cl)(Cl)Cl.CCCCCC.CCOCC. The reactants are BrN1C(=O)[CH2:5][CH2:4][C:3]1=O.[C:9]1([N:15]([C:22]2[CH:27]=[CH:26][CH:25]=[CH:24][CH:23]=2)[C:16]2[CH:21]=[CH:20][CH:19]=[CH:18][CH:17]=2)[CH:14]=[CH:13][CH:12]=[CH:11][CH:10]=1. The yield is 0.770. (5) The reactants are [CH2:1]([O:3][C:4](=[O:14])[CH2:5][C:6](=O)[C@H:7]([CH3:12])[C@H:8]([CH3:11])[CH2:9][CH3:10])[CH3:2].Cl.[O:16]([NH2:18])[CH3:17].C([O-])(=O)C.[Na+].CC(OC)(C)C. The catalyst is CCO.O. The product is [CH2:1]([O:3][C:4](=[O:14])[CH2:5][C:6](=[N:18][O:16][CH3:17])[C@H:7]([CH3:12])[C@H:8]([CH3:11])[CH2:9][CH3:10])[CH3:2]. The yield is 0.874. (6) The reactants are [C:1]([O:5][C:6]([N:8]1[CH2:15][CH:14]2[CH:10]([CH2:11][NH:12][CH2:13]2)[CH2:9]1)=[O:7])([CH3:4])([CH3:3])[CH3:2].Cl[C:17]1[N:22]=[C:21]([CH3:23])[CH:20]=[C:19]([CH3:24])[N:18]=1.C([O-])([O-])=O.[Cs+].[Cs+].CN(C=O)C. The catalyst is CCOC(C)=O.O. The product is [C:1]([O:5][C:6]([N:8]1[CH2:9][CH:10]2[CH:14]([CH2:13][N:12]([C:17]3[N:22]=[C:21]([CH3:23])[CH:20]=[C:19]([CH3:24])[N:18]=3)[CH2:11]2)[CH2:15]1)=[O:7])([CH3:4])([CH3:2])[CH3:3]. The yield is 0.710. (7) The reactants are C(=O)([O-])[O-].[K+].[K+].[NH:7]1[CH2:11][CH2:10][CH2:9][CH2:8]1.[CH2:12]1C[O:15][CH2:14][CH2:13]1.BrCCCO. The catalyst is C(OCC)(=O)C. The product is [OH:15][CH2:14][CH2:13][CH2:12][N:7]1[CH2:11][CH2:10][CH2:9][CH2:8]1. The yield is 0.950. (8) The yield is 0.340. The reactants are [Br-].[Br:2][CH2:3][P+](C1C=CC=CC=1)(C1C=CC=CC=1)C1C=CC=CC=1.CC(C)([O-])C.[K+].[CH3:29][C:30]1[C:31]([CH:40]=O)=[N:32][C:33]2[C:38]([CH:39]=1)=[CH:37][CH:36]=[CH:35][CH:34]=2. The catalyst is C1COCC1.C(OC(C)C)(C)C. The product is [Br:2]/[CH:3]=[CH:40]\[C:31]1[C:30]([CH3:29])=[CH:39][C:38]2[C:33](=[CH:34][CH:35]=[CH:36][CH:37]=2)[N:32]=1.